This data is from Reaction yield outcomes from USPTO patents with 853,638 reactions. The task is: Predict the reaction yield, written as a fraction of the theoretical maximum amount of product (1.0 means a 100% yield; for example, 0.34 means a 34% yield). (1) The reactants are Cl[C:2]1[CH:7]=[C:6]2[CH2:8][O:9][C:10]3[CH:34]=[C:33]4[C:13]([CH:14]=[CH:15][C:16]5[N:20]=[C:19]([CH:21]6[CH2:25][CH2:24][CH2:23][N:22]6[C:26]([O:28][C:29]([CH3:32])([CH3:31])[CH3:30])=[O:27])[NH:18][C:17]=54)=[CH:12][C:11]=3[C:5]2=[CH:4][CH:3]=1.[B:35]1([B:35]2[O:39][C:38]([CH3:41])([CH3:40])[C:37]([CH3:43])([CH3:42])[O:36]2)[O:39][C:38]([CH3:41])([CH3:40])[C:37]([CH3:43])([CH3:42])[O:36]1.C([O-])(=O)C.[K+]. The yield is 0.940. The product is [CH3:42][C:37]1([CH3:43])[C:38]([CH3:41])([CH3:40])[O:39][B:35]([C:2]2[CH:7]=[C:6]3[CH2:8][O:9][C:10]4[CH:34]=[C:33]5[C:13]([CH:14]=[CH:15][C:16]6[N:20]=[C:19]([CH:21]7[CH2:25][CH2:24][CH2:23][N:22]7[C:26]([O:28][C:29]([CH3:32])([CH3:31])[CH3:30])=[O:27])[NH:18][C:17]=65)=[CH:12][C:11]=4[C:5]3=[CH:4][CH:3]=2)[O:36]1. The catalyst is O1CCOCC1.C(OCC)(=O)C. (2) The reactants are [C:1]([O:5][C:6]([N:8]1[CH:20]([C:21]([OH:23])=[O:22])[C:19]([CH3:25])([CH3:24])[C:18]2[C:17]3[C:12](=[CH:13][CH:14]=[CH:15][CH:16]=3)[NH:11][C:10]=2[CH2:9]1)=[O:7])([CH3:4])([CH3:3])[CH3:2].[H-].[Na+].[F:28][C:29]1[CH:36]=[CH:35][C:32]([CH2:33]Br)=[CH:31][CH:30]=1. The catalyst is CN(C=O)C. The product is [C:1]([O:5][C:6]([N:8]1[CH:20]([C:21]([OH:23])=[O:22])[C:19]([CH3:25])([CH3:24])[C:18]2[C:17]3[C:12](=[CH:13][CH:14]=[CH:15][CH:16]=3)[N:11]([CH2:33][C:32]3[CH:35]=[CH:36][C:29]([F:28])=[CH:30][CH:31]=3)[C:10]=2[CH2:9]1)=[O:7])([CH3:4])([CH3:2])[CH3:3]. The yield is 0.780. (3) The reactants are [Cl:1][C:2]1[CH:9]=[CH:8][C:7]([N+:10]([O-])=O)=[CH:6][C:3]=1[C:4]#[N:5].[OH-].[Na+]. The catalyst is C(O)C. The product is [C:4]([C:3]1[CH:6]=[C:7]([CH:8]=[CH:9][C:2]=1[Cl:1])[NH2:10])#[N:5]. The yield is 0.510. (4) The reactants are Cl[C:2]1[C:7]([CH3:8])=[CH:6][C:5]([N+:9]([O-:11])=[O:10])=[CH:4][N:3]=1.C(=O)([O-])[O-].[Na+].[Na+].[NH:18]1[CH2:27][CH2:26][CH:21]([C:22]([O:24][CH3:25])=[O:23])[CH2:20][CH2:19]1. The catalyst is CS(C)=O. The product is [CH3:8][C:7]1[C:2]([N:18]2[CH2:27][CH2:26][CH:21]([C:22]([O:24][CH3:25])=[O:23])[CH2:20][CH2:19]2)=[N:3][CH:4]=[C:5]([N+:9]([O-:11])=[O:10])[CH:6]=1. The yield is 0.870. (5) The yield is 0.950. The catalyst is N1C=CC=CC=1.CN(C1C=CN=CC=1)C.C(Cl)Cl. The product is [C:5]([O:10][CH:9]1[O:11][C@H:12]([CH2:17][O:18][C:23](=[O:25])[CH3:24])[C@@H:13]([O:16][C:12](=[O:11])[CH3:13])[C@H:14]([O:15][C:9](=[O:10])[CH3:8])[C@@H:8]1[NH:7][C:5](=[O:6])[CH2:4][N:1]=[N+:2]=[N-:3])(=[O:6])[CH3:4]. The reactants are [N:1]([CH2:4][C:5]([NH:7][C@H:8]1[C@@H:14]([OH:15])[C@H:13]([OH:16])[C@@H:12]([CH2:17][OH:18])[O:11][CH:9]1[OH:10])=[O:6])=[N+:2]=[N-:3].C(O[C:23](=[O:25])[CH3:24])(=O)C. (6) The reactants are [F:1][C:2]1[CH:3]=[C:4]([N:10]2[C:15](=[O:16])[C:14]([CH2:17][C:18]3[CH:23]=[CH:22][C:21]([C:24]4[C:25]([C:30]#[N:31])=[CH:26][CH:27]=[CH:28][CH:29]=4)=[CH:20][CH:19]=3)=[C:13]([CH2:32][CH2:33][CH3:34])[N:12]=[C:11]2[CH3:35])[CH:5]=[CH:6][C:7]=1[O:8]C.B(Br)(Br)Br.C(OCC)(=O)C.O. The catalyst is C(Cl)Cl. The product is [F:1][C:2]1[CH:3]=[C:4]([N:10]2[C:15](=[O:16])[C:14]([CH2:17][C:18]3[CH:23]=[CH:22][C:21]([C:24]4[C:25]([C:30]#[N:31])=[CH:26][CH:27]=[CH:28][CH:29]=4)=[CH:20][CH:19]=3)=[C:13]([CH2:32][CH2:33][CH3:34])[N:12]=[C:11]2[CH3:35])[CH:5]=[CH:6][C:7]=1[OH:8]. The yield is 1.00. (7) The reactants are [CH3:1][C:2]1([CH3:16])[CH2:7][CH2:6][C:5]([CH3:9])([CH3:8])[C:4](/[CH:10]=[CH:11]/[C:12]([O:14]C)=[O:13])=[CH:3]1.[OH-].[Na+]. The catalyst is CO.O. The product is [CH3:1][C:2]1([CH3:16])[CH2:7][CH2:6][C:5]([CH3:8])([CH3:9])[C:4](/[CH:10]=[CH:11]/[C:12]([OH:14])=[O:13])=[CH:3]1. The yield is 0.930.